Dataset: Reaction yield outcomes from USPTO patents with 853,638 reactions. Task: Predict the reaction yield, written as a fraction of the theoretical maximum amount of product (1.0 means a 100% yield; for example, 0.34 means a 34% yield). (1) The reactants are [CH3:1][NH:2][CH2:3][C:4]1[S:8][C:7]2[CH:9]=[CH:10][CH:11]=[CH:12][C:6]=2[C:5]=1[CH3:13].[C:14](Cl)(=[O:17])[CH:15]=[CH2:16].C(N(CC)CC)C. The catalyst is C(Cl)Cl. The product is [CH3:1][N:2]([CH2:3][C:4]1[S:8][C:7]2[CH:9]=[CH:10][CH:11]=[CH:12][C:6]=2[C:5]=1[CH3:13])[C:14](=[O:17])[CH:15]=[CH2:16]. The yield is 0.750. (2) The reactants are C([O:8][C:9]1[CH:18]=[C:17]2[C:12]([C:13]([NH:19][C:20]3[CH:24]=[C:23]([CH2:25][C:26]([NH:28][C:29]4[CH:34]=[CH:33][CH:32]=[C:31]([F:35])[CH:30]=4)=[O:27])[NH:22][N:21]=3)=[N:14][CH:15]=[N:16]2)=[CH:11][C:10]=1[F:36])C1C=CC=CC=1.C(OCC)C. The catalyst is FC(F)(F)C(O)=O. The product is [F:36][C:10]1[CH:11]=[C:12]2[C:17](=[CH:18][C:9]=1[OH:8])[N:16]=[CH:15][N:14]=[C:13]2[NH:19][C:20]1[CH:24]=[C:23]([CH2:25][C:26]([NH:28][C:29]2[CH:34]=[CH:33][CH:32]=[C:31]([F:35])[CH:30]=2)=[O:27])[NH:22][N:21]=1. The yield is 1.00. (3) The reactants are [Cl:1][C:2]1[CH:7]=[C:6]([NH:8][C:9]2[N:14]=[C:13](Cl)[N:12]=[C:11]([NH:16][CH:17]3[CH2:23][CH2:22][CH2:21][CH2:20][CH2:19][CH2:18]3)[N:10]=2)[CH:5]=[CH:4][C:3]=1[OH:24].[CH3:25][N:26]1[CH2:31][CH2:30][CH:29]([NH:32][CH3:33])[CH2:28][CH2:27]1.[OH-].[Na+].O. The catalyst is C1COCC1. The product is [Cl:1][C:2]1[CH:7]=[C:6]([NH:8][C:9]2[N:10]=[C:11]([NH:16][CH:17]3[CH2:23][CH2:22][CH2:21][CH2:20][CH2:19][CH2:18]3)[N:12]=[C:13]([N:32]([CH3:33])[CH:29]3[CH2:30][CH2:31][N:26]([CH3:25])[CH2:27][CH2:28]3)[N:14]=2)[CH:5]=[CH:4][C:3]=1[OH:24]. The yield is 0.140. (4) The reactants are [Cl:1][C:2]1[CH:7]=[CH:6][C:5]([S:8][CH2:9][C:10]2[CH:18]=[CH:17][C:13]([C:14](O)=[O:15])=[CH:12][CH:11]=2)=[C:4]([NH:19][S:20]([C:23]2[CH:28]=[CH:27][C:26]([Cl:29])=[C:25]([C:30]([F:33])([F:32])[F:31])[CH:24]=2)(=[O:22])=[O:21])[CH:3]=1.[C:34]([O:38][C:39](=[O:42])[CH2:40][NH2:41])([CH3:37])([CH3:36])[CH3:35].CN1CCOCC1.C(Cl)CCl. The yield is 0.780. The catalyst is CN(C=O)C. The product is [Cl:1][C:2]1[CH:7]=[CH:6][C:5]([S:8][CH2:9][C:10]2[CH:11]=[CH:12][C:13]([C:14]([NH:41][CH2:40][C:39]([O:38][C:34]([CH3:37])([CH3:36])[CH3:35])=[O:42])=[O:15])=[CH:17][CH:18]=2)=[C:4]([NH:19][S:20]([C:23]2[CH:28]=[CH:27][C:26]([Cl:29])=[C:25]([C:30]([F:31])([F:32])[F:33])[CH:24]=2)(=[O:21])=[O:22])[CH:3]=1. (5) The reactants are C(N(CC)CC)C.Cl.[CH3:9][N:10]1[C:14]([CH2:15][CH2:16][C:17]([OH:19])=O)=[CH:13][NH:12][CH2:11]1.CN(C(ON1N=NC2C=CC=CC1=2)=[N+](C)C)C.[B-](F)(F)(F)F.FC(F)(F)C(O)=O.[NH2:49][C@H:50]([CH2:68][C:69]1[CH:74]=[CH:73][C:72]([O:75][CH3:76])=[CH:71][CH:70]=1)[C:51]([N:53]1[CH2:56][C:55]([CH2:63][CH2:64][CH2:65][CH2:66][CH3:67])([C:57]2[CH:62]=[CH:61][CH:60]=[CH:59][CH:58]=2)[CH2:54]1)=[O:52].[OH-].[Na+]. The catalyst is CN(C=O)C.CCCCCCC. The product is [CH3:76][O:75][C:72]1[CH:71]=[CH:70][C:69]([CH2:68][C@@H:50]([NH:49][C:17](=[O:19])[CH2:16][CH2:15][C:14]2[N:10]([CH3:9])[CH:11]=[N:12][CH:13]=2)[C:51](=[O:52])[N:53]2[CH2:56][C:55]([CH2:63][CH2:64][CH2:65][CH2:66][CH3:67])([C:57]3[CH:58]=[CH:59][CH:60]=[CH:61][CH:62]=3)[CH2:54]2)=[CH:74][CH:73]=1. The yield is 0.0900.